The task is: Predict the product of the given reaction.. This data is from Forward reaction prediction with 1.9M reactions from USPTO patents (1976-2016). (1) Given the reactants [Br:1][C:2]1[CH:3]=[C:4]2[C:10]([I:11])=[CH:9][NH:8][C:5]2=[N:6][CH:7]=1.[H-].[Na+].[C:14]1([CH3:24])[CH:19]=[CH:18][C:17]([S:20](Cl)(=[O:22])=[O:21])=[CH:16][CH:15]=1.Cl, predict the reaction product. The product is: [Br:1][C:2]1[CH:3]=[C:4]2[C:10]([I:11])=[CH:9][N:8]([S:20]([C:17]3[CH:18]=[CH:19][C:14]([CH3:24])=[CH:15][CH:16]=3)(=[O:22])=[O:21])[C:5]2=[N:6][CH:7]=1. (2) Given the reactants [CH3:1][O:2][CH2:3][CH2:4][NH:5][CH2:6][C:7]1[CH:36]=[CH:35][C:10]([C:11]([NH:13][C:14]2[CH:19]=[CH:18][CH:17]=[C:16]([C:20]3[N:25]4[N:26]=[C:27]([C:29]5[CH:34]=[CH:33][N:32]=[CH:31][CH:30]=5)[CH:28]=[C:24]4[N:23]=[CH:22][CH:21]=3)[CH:15]=2)=[O:12])=[CH:9][C:8]=1[C:37]([F:40])([F:39])[F:38].C(Cl)(Cl)[Cl:42].CO, predict the reaction product. The product is: [ClH:42].[CH3:1][O:2][CH2:3][CH2:4][NH:5][CH2:6][C:7]1[CH:36]=[CH:35][C:10]([C:11]([NH:13][C:14]2[CH:19]=[CH:18][CH:17]=[C:16]([C:20]3[N:25]4[N:26]=[C:27]([C:29]5[CH:30]=[CH:31][N:32]=[CH:33][CH:34]=5)[CH:28]=[C:24]4[N:23]=[CH:22][CH:21]=3)[CH:15]=2)=[O:12])=[CH:9][C:8]=1[C:37]([F:40])([F:38])[F:39]. (3) The product is: [CH3:38][O:37][C:32]1[CH:33]=[CH:34][CH:35]=[CH:36][C:31]=1[O:30][C:22]1[C:23]([N+:27]([O-:29])=[O:28])=[C:24]([CH:26]=[C:20]([O:1][C:2]2[CH:3]=[N:4][CH:5]=[CH:6][CH:7]=2)[CH:21]=1)[NH2:25]. Given the reactants [OH:1][C:2]1[CH:3]=[N:4][CH:5]=[CH:6][CH:7]=1.C(=O)([O-])[O-].[K+].[K+].CN(C)C=O.F[C:20]1[CH:21]=[C:22]([O:30][C:31]2[CH:36]=[CH:35][CH:34]=[CH:33][C:32]=2[O:37][CH3:38])[C:23]([N+:27]([O-:29])=[O:28])=[C:24]([CH:26]=1)[NH2:25], predict the reaction product.